From a dataset of NCI-60 drug combinations with 297,098 pairs across 59 cell lines. Regression. Given two drug SMILES strings and cell line genomic features, predict the synergy score measuring deviation from expected non-interaction effect. (1) Drug 1: C1=CC(=CC=C1CCC2=CNC3=C2C(=O)NC(=N3)N)C(=O)NC(CCC(=O)O)C(=O)O. Drug 2: CNC(=O)C1=NC=CC(=C1)OC2=CC=C(C=C2)NC(=O)NC3=CC(=C(C=C3)Cl)C(F)(F)F. Cell line: UACC62. Synergy scores: CSS=11.0, Synergy_ZIP=-4.65, Synergy_Bliss=-3.89, Synergy_Loewe=-2.62, Synergy_HSA=-1.71. (2) Drug 1: C1=C(C(=O)NC(=O)N1)F. Drug 2: COC1=NC(=NC2=C1N=CN2C3C(C(C(O3)CO)O)O)N. Cell line: RXF 393. Synergy scores: CSS=28.5, Synergy_ZIP=0.0615, Synergy_Bliss=-1.09, Synergy_Loewe=-8.19, Synergy_HSA=-1.06.